Task: Predict the reaction yield, written as a fraction of the theoretical maximum amount of product (1.0 means a 100% yield; for example, 0.34 means a 34% yield).. Dataset: Reaction yield outcomes from USPTO patents with 853,638 reactions (1) The reactants are [N+:1]([C:4]1[CH:9]=[CH:8][CH:7]=[C:6]([NH2:10])[C:5]=1[NH2:11])([O-:3])=[O:2].Br[C:13]#[N:14].O. The catalyst is C(O)C. The product is [N+:1]([C:4]1[C:5]2[NH:11][C:13]([NH2:14])=[N:10][C:6]=2[CH:7]=[CH:8][CH:9]=1)([O-:3])=[O:2]. The yield is 0.800. (2) The reactants are [CH3:1][O:2][C:3]1[CH:8]=[CH:7][C:6](B(O)O)=[CH:5][CH:4]=1.C(=O)([O-])[O-].[K+].[K+].Br[C:19]1[CH:24]=[CH:23][C:22]([CH3:25])=[C:21]([N+:26]([O-:28])=[O:27])[CH:20]=1.O. The catalyst is C1(C)C=CC=CC=1.C(O)C.[Pd].C1(P(C2C=CC=CC=2)C2C=CC=CC=2)C=CC=CC=1.C1(P(C2C=CC=CC=2)C2C=CC=CC=2)C=CC=CC=1.C1(P(C2C=CC=CC=2)C2C=CC=CC=2)C=CC=CC=1.C1(P(C2C=CC=CC=2)C2C=CC=CC=2)C=CC=CC=1. The product is [CH3:1][O:2][C:3]1[CH:8]=[CH:7][C:6]([C:19]2[CH:24]=[CH:23][C:22]([CH3:25])=[C:21]([N+:26]([O-:28])=[O:27])[CH:20]=2)=[CH:5][CH:4]=1. The yield is 0.790. (3) The yield is 0.960. The reactants are Cl[C:2]1[N:7]=[C:6]2[N:8]([CH3:12])[N:9]=[C:10]([CH3:11])[C:5]2=[CH:4][C:3]=1[C:13]#[N:14].[CH:15]([Sn](CCCC)(CCCC)CCCC)=[CH2:16].C1(P(C2C=CC=CC=2)C2C=CC=CC=2)C=CC=CC=1.[F-].[K+]. The catalyst is C1(C)C=CC=CC=1.C1C=CC([P]([Pd]([P](C2C=CC=CC=2)(C2C=CC=CC=2)C2C=CC=CC=2)([P](C2C=CC=CC=2)(C2C=CC=CC=2)C2C=CC=CC=2)[P](C2C=CC=CC=2)(C2C=CC=CC=2)C2C=CC=CC=2)(C2C=CC=CC=2)C2C=CC=CC=2)=CC=1. The product is [CH3:12][N:8]1[C:6]2=[N:7][C:2]([CH:15]=[CH2:16])=[C:3]([C:13]#[N:14])[CH:4]=[C:5]2[C:10]([CH3:11])=[N:9]1. (4) The reactants are FC(F)(F)C([O:6][C:7]([CH:9]1[CH:14]([C:15]([F:18])([F:17])[F:16])[CH:13]2[CH2:19][CH:10]1[CH2:11][CH2:12]2)=[O:8])(C)C.OS(O)(=O)=O. No catalyst specified. The product is [F:16][C:15]([F:17])([F:18])[CH:14]1[CH:13]2[CH2:19][CH:10]([CH2:11][CH2:12]2)[CH:9]1[C:7]([OH:8])=[O:6]. The yield is 0.606. (5) The reactants are [CH3:1][N:2]([CH:10]1[CH2:15][CH2:14][CH:13]([O:16][C:17]2[C:28]3[C:27]4[C@@H:26]([CH2:29]C=O)[CH2:25][CH2:24][C:23]=4[S:22][C:21]=3[N:20]=[CH:19][N:18]=2)[CH2:12][CH2:11]1)[C:3](=[O:9])[O:4][C:5]([CH3:8])([CH3:7])[CH3:6].CO[CH:34]([O:37][CH3:38])[O:35][CH3:36].CC1C=CC(S(O)(=O)=O)=CC=1. The catalyst is CO. The product is [CH3:38][O:37][CH:34]([O:35][CH3:36])[CH2:29][C@H:26]1[CH2:25][CH2:24][C:23]2[S:22][C:21]3[N:20]=[CH:19][N:18]=[C:17]([O:16][CH:13]4[CH2:12][CH2:11][CH:10]([N:2]([CH3:1])[C:3](=[O:9])[O:4][C:5]([CH3:7])([CH3:6])[CH3:8])[CH2:15][CH2:14]4)[C:28]=3[C:27]1=2. The yield is 0.930. (6) The reactants are [Cl:1][C:2]1[N:7]=[CH:6][C:5]2[C:8]([N:11]3[CH:15]([CH3:16])[CH2:14][CH2:13][CH:12]3[CH3:17])=[N:9][NH:10][C:4]=2[CH:3]=1.[H-].[Na+].I[CH:21]([CH3:23])[CH3:22]. The catalyst is CN(C)C=O. The product is [Cl:1][C:2]1[N:7]=[CH:6][C:5]2[C:8]([N:11]3[CH:12]([CH3:17])[CH2:13][CH2:14][CH:15]3[CH3:16])=[N:9][N:10]([CH:21]([CH3:23])[CH3:22])[C:4]=2[CH:3]=1. The yield is 0.500. (7) The reactants are [C:1]([C:3]1[CH:10]=[CH:9][C:6]([C:7]#[N:8])=[CH:5][CH:4]=1)#[CH:2].I[C:12]1[CH:19]=[CH:18][C:15]([CH:16]=[O:17])=[CH:14][CH:13]=1.C(N(CC)CC)C. The catalyst is C1COCC1.Cl[Pd](Cl)([P](C1C=CC=CC=1)(C1C=CC=CC=1)C1C=CC=CC=1)[P](C1C=CC=CC=1)(C1C=CC=CC=1)C1C=CC=CC=1.[Cu]I. The product is [CH:16]([C:15]1[CH:18]=[CH:19][C:12]([C:2]#[C:1][C:3]2[CH:10]=[CH:9][C:6]([C:7]#[N:8])=[CH:5][CH:4]=2)=[CH:13][CH:14]=1)=[O:17]. The yield is 0.900. (8) The reactants are [Cl:1][C:2]1[CH:3]=[C:4]([C:10](=[O:16])[C:11]([O:13]CC)=[O:12])[CH:5]=[CH:6][C:7]=1[S:8][CH3:9].[OH-].[Na+].C(OCC)(=O)C.CCCCCC.Cl. The catalyst is C1(C)C=CC=CC=1. The product is [Cl:1][C:2]1[CH:3]=[C:4]([C:10](=[O:16])[C:11]([OH:13])=[O:12])[CH:5]=[CH:6][C:7]=1[S:8][CH3:9]. The yield is 0.930.